The task is: Predict the reactants needed to synthesize the given product.. This data is from Full USPTO retrosynthesis dataset with 1.9M reactions from patents (1976-2016). (1) Given the product [CH2:14]([C:16]1[CH:21]=[C:20]([CH3:22])[CH:19]=[C:18]([CH2:23][CH3:24])[C:17]=1[C:25](=[O:29])[C:26]([N:2]([CH3:1])[N:3]=[C:4]([CH3:6])[CH3:5])=[O:27])[CH3:15], predict the reactants needed to synthesize it. The reactants are: [CH3:1][NH:2][N:3]=[C:4]([CH3:6])[CH3:5].C(N(CC)CC)C.[CH2:14]([C:16]1[CH:21]=[C:20]([CH3:22])[CH:19]=[C:18]([CH2:23][CH3:24])[C:17]=1[C:25](=[O:29])[C:26](Cl)=[O:27])[CH3:15]. (2) Given the product [CH3:16][C:15]1[NH:14][N:13]=[CH:12][C:11]=1[C:9]1[S:10][C:5]2[C:4](=[O:17])[NH:3][C:2]3([CH2:18][CH2:30][CH2:25][CH2:26][CH2:1]3)[NH:7][C:6]=2[CH:8]=1, predict the reactants needed to synthesize it. The reactants are: [CH3:1][C:2]1([CH3:18])[NH:7][C:6]2[CH:8]=[C:9]([C:11]3[CH:12]=[N:13][NH:14][C:15]=3[CH3:16])[S:10][C:5]=2[C:4](=[O:17])[NH:3]1.Cl.C([O-])(O)=O.[Na+].[C:25]1(=O)[CH2:30]CCC[CH2:26]1.[O-]S([O-])(=O)=O.[Mg+2].CC1C=CC(S(O)(=O)=O)=CC=1. (3) Given the product [Cl:29][C:6]1[C:5]2[C:10](=[CH:11][C:2]([CH3:1])=[CH:3][CH:4]=2)[N:9]=[C:8]([C:12]2[CH:17]=[CH:16][CH:15]=[CH:14][C:13]=2[O:18][C:19](=[O:24])[C:20]([CH3:23])([CH3:21])[CH3:22])[N:7]=1, predict the reactants needed to synthesize it. The reactants are: [CH3:1][C:2]1[CH:11]=[C:10]2[C:5]([C:6](=O)[NH:7][C:8]([C:12]3[CH:17]=[CH:16][CH:15]=[CH:14][C:13]=3[O:18][C:19](=[O:24])[C:20]([CH3:23])([CH3:22])[CH3:21])=[N:9]2)=[CH:4][CH:3]=1.P(Cl)(Cl)(O[Cl:29])=O.N1C=CC=CC=1. (4) Given the product [CH2:9]1[C:10]2[C:5](=[CH:4][CH:3]=[CH:2][CH:1]=2)[CH:6]2[O:25][CH:7]2[CH2:8]1, predict the reactants needed to synthesize it. The reactants are: [CH2:1]1[C:10]2[C:5](=[CH:6][CH:7]=[CH:8][CH:9]=2)[CH:4]=[CH:3][CH2:2]1.CCCCCCCCCCCC.NC(N)=[O:25].C(=O)(O)[O-].[Na+].OO. (5) The reactants are: [Cl:1][C:2]1[CH:3]=[C:4]2[C:9](=[CH:10][C:11]=1[C:12](O)=[O:13])[N:8]=[CH:7][N:6]=[C:5]2[NH:15][CH:16]([C:18]1[NH:22][C:21]2[CH:23]=[CH:24][C:25]([Cl:27])=[CH:26][C:20]=2[N:19]=1)[CH3:17].FC1C(OC(N(C)C)=[N+](C)C)=C(F)C(F)=C(F)C=1F.F[P-](F)(F)(F)(F)F.C(N(C(C)C)CC)(C)C.[NH2:63][C:64]([C@H:66]1[CH2:70][CH2:69][CH2:68][NH:67]1)=[O:65]. Given the product [Cl:1][C:2]1[CH:3]=[C:4]2[C:9](=[CH:10][C:11]=1[C:12]([N:67]1[CH2:68][CH2:69][CH2:70][C@@H:66]1[C:64]([NH2:63])=[O:65])=[O:13])[N:8]=[CH:7][N:6]=[C:5]2[NH:15][CH:16]([C:18]1[NH:22][C:21]2[CH:23]=[CH:24][C:25]([Cl:27])=[CH:26][C:20]=2[N:19]=1)[CH3:17], predict the reactants needed to synthesize it.